Dataset: Choline transporter screen with 302,306 compounds. Task: Binary Classification. Given a drug SMILES string, predict its activity (active/inactive) in a high-throughput screening assay against a specified biological target. (1) The molecule is O(c1c2c(n(c(=O)n(Cc3cc(OC)cc(OC)c3)c2=O)C)ncc1)CC. The result is 0 (inactive). (2) The drug is Clc1cc(N2CCN(CC2)CC(=O)NC(=O)NC(C)(C)C)ccc1. The result is 1 (active). (3) The molecule is O(CCCCNC(c1ccccc1)C)c1c(cc(cc1)C)C. The result is 0 (inactive).